This data is from Full USPTO retrosynthesis dataset with 1.9M reactions from patents (1976-2016). The task is: Predict the reactants needed to synthesize the given product. (1) The reactants are: [Cl:1][C:2]1[N:3]=[C:4](Cl)[C:5]2[O:10][C:9]3[CH:11]=[CH:12][C:13]([Cl:15])=[CH:14][C:8]=3[C:6]=2[N:7]=1.C([O-])([O-])=O.[K+].[K+].[CH3:23][N:24]1[CH2:29][CH2:28][NH:27][CH2:26][CH2:25]1. Given the product [Cl:1][C:2]1[N:3]=[C:4]([N:27]2[CH2:28][CH2:29][N:24]([CH3:23])[CH2:25][CH2:26]2)[C:5]2[O:10][C:9]3[CH:11]=[CH:12][C:13]([Cl:15])=[CH:14][C:8]=3[C:6]=2[N:7]=1, predict the reactants needed to synthesize it. (2) Given the product [Cl:19][C:5]1[C:6]([NH:8][C@@H:9]2[C@@H:14]3[CH2:15][C@@H:11]([CH:12]=[CH:13]3)[C@@H:10]2[C:16]([NH2:18])=[O:17])=[N:7][C:2]([NH:20][C:21]2[CH:22]=[N:23][N:24]([CH2:26][C@H:27]3[CH2:31][CH2:30][CH2:29][NH:28]3)[CH:25]=2)=[N:3][CH:4]=1, predict the reactants needed to synthesize it. The reactants are: Cl[C:2]1[N:7]=[C:6]([NH:8][C@@H:9]2[C@@H:14]3[CH2:15][C@@H:11]([CH:12]=[CH:13]3)[C@@H:10]2[C:16]([NH2:18])=[O:17])[C:5]([Cl:19])=[CH:4][N:3]=1.[NH2:20][C:21]1[CH:22]=[N:23][N:24]([CH2:26][C@H:27]2[CH2:31][CH2:30][CH2:29][N:28]2C(OC(C)(C)C)=O)[CH:25]=1.Cl.O1CCOCC1. (3) Given the product [CH3:1][C@@H:2]1[O:7][C@@H:6]([O:8][C@@H:9]2[C:14]3=[C:15]([OH:32])[C:16]4[C:28](=[O:29])[C:27]5[C:22](=[CH:23][CH:24]=[CH:25][C:26]=5[O:30][CH3:31])[C:20](=[O:21])[C:17]=4[C:18]([OH:19])=[C:13]3[CH2:12][C@@:11]([OH:37])([C:33]([CH2:35][OH:36])=[O:34])[CH2:10]2)[CH2:5][C@H:4]([NH2:38])[C@@H:3]1[OH:39].[S:41]([O-:45])([O-:44])(=[O:43])=[O:42], predict the reactants needed to synthesize it. The reactants are: [CH3:1][C@@H:2]1[O:7][C@@H:6]([O:8][C@@H:9]2[C:14]3=[C:15]([OH:32])[C:16]4[C:28](=[O:29])[C:27]5[C:22](=[CH:23][CH:24]=[CH:25][C:26]=5[O:30][CH3:31])[C:20](=[O:21])[C:17]=4[C:18]([OH:19])=[C:13]3[CH2:12][C@@:11]([OH:37])([C:33]([CH2:35][OH:36])=[O:34])[CH2:10]2)[CH2:5][C@H:4]([NH2:38])[C@@H:3]1[OH:39].Cl.[S:41]([O-:45])([O-:44])(=[O:43])=[O:42].[NH4+].[NH4+]. (4) Given the product [CH3:21][O:22][C:2]1[C:11]2[C:6](=[CH:7][CH:8]=[C:9]([O:12][CH3:13])[CH:10]=2)[CH:5]=[C:4]([NH:14][C:15]2[CH:19]=[C:18]([CH3:20])[NH:17][N:16]=2)[N:3]=1, predict the reactants needed to synthesize it. The reactants are: Cl[C:2]1[C:11]2[C:6](=[CH:7][CH:8]=[C:9]([O:12][CH3:13])[CH:10]=2)[CH:5]=[C:4]([NH:14][C:15]2[CH:19]=[C:18]([CH3:20])[NH:17][N:16]=2)[N:3]=1.[CH3:21][OH:22]. (5) Given the product [CH2:1]([O:8][C:9](=[O:27])[CH2:10][CH2:11][C:12]1[CH:13]=[CH:14][C:15]([O:18][CH2:19][C:20]([OH:22])=[O:21])=[CH:16][CH:17]=1)[C:2]1[CH:7]=[CH:6][CH:5]=[CH:4][CH:3]=1, predict the reactants needed to synthesize it. The reactants are: [CH2:1]([O:8][C:9](=[O:27])[CH2:10][CH2:11][C:12]1[CH:17]=[CH:16][C:15]([O:18][CH2:19][C:20]([O:22]C(C)(C)C)=[O:21])=[CH:14][CH:13]=1)[C:2]1[CH:7]=[CH:6][CH:5]=[CH:4][CH:3]=1.C(O)(C(F)(F)F)=O. (6) Given the product [N:1]1[CH:6]=[CH:5][CH:4]=[C:3]([N:7]2[C:11]([C:12]3[N:17]=[CH:16][C:15]([CH2:18][CH2:19][C:20]([O:22][CH3:23])=[O:21])=[CH:14][CH:13]=3)=[CH:10][C:9]([C:24](=[O:30])[NH:25][C:26]([CH3:28])([CH3:27])[CH3:29])=[N:8]2)[CH:2]=1, predict the reactants needed to synthesize it. The reactants are: [N:1]1[CH:6]=[CH:5][CH:4]=[C:3]([N:7]2[C:11]([C:12]3[N:17]=[CH:16][C:15](/[CH:18]=[CH:19]/[C:20]([O:22][CH3:23])=[O:21])=[CH:14][CH:13]=3)=[CH:10][C:9]([C:24](=[O:30])[NH:25][C:26]([CH3:29])([CH3:28])[CH3:27])=[N:8]2)[CH:2]=1.